This data is from Full USPTO retrosynthesis dataset with 1.9M reactions from patents (1976-2016). The task is: Predict the reactants needed to synthesize the given product. Given the product [CH3:1][O:2][C:3]1[C:4](=[O:26])[C:5]([CH3:25])=[C:6]([CH2:12][C:13]2[CH:14]=[CH:15][C:16]([CH2:19][CH2:20][CH2:21][C:22]([N:27]3[CH2:32][CH2:31][S:30][CH2:29][CH2:28]3)=[O:23])=[CH:17][CH:18]=2)[C:7](=[O:11])[C:8]=1[O:9][CH3:10], predict the reactants needed to synthesize it. The reactants are: [CH3:1][O:2][C:3]1[C:4](=[O:26])[C:5]([CH3:25])=[C:6]([CH2:12][C:13]2[CH:18]=[CH:17][C:16]([CH2:19][CH2:20][CH2:21][C:22](O)=[O:23])=[CH:15][CH:14]=2)[C:7](=[O:11])[C:8]=1[O:9][CH3:10].[NH:27]1[CH2:32][CH2:31][S:30][CH2:29][CH2:28]1.